From a dataset of Full USPTO retrosynthesis dataset with 1.9M reactions from patents (1976-2016). Predict the reactants needed to synthesize the given product. (1) Given the product [O:1]1[C:5]2[CH:6]=[CH:7][C:8]([O:10][C:11]3[N:12]=[CH:13][C:14]([F:34])=[CH:15][C:16]=3[C:17]([NH:19][CH2:20][C:21]3[CH:32]=[CH:31][C:24]([O:25][C@@H:26]([C:27](=[O:28])[NH2:46])[CH3:30])=[CH:23][C:22]=3[F:33])=[O:18])=[CH:9][C:4]=2[O:3][CH2:2]1, predict the reactants needed to synthesize it. The reactants are: [O:1]1[C:5]2[CH:6]=[CH:7][C:8]([O:10][C:11]3[C:16]([C:17]([NH:19][CH2:20][C:21]4[CH:32]=[CH:31][C:24]([O:25][C@H:26]([CH3:30])[C:27](O)=[O:28])=[CH:23][C:22]=4[F:33])=[O:18])=[CH:15][C:14]([F:34])=[CH:13][N:12]=3)=[CH:9][C:4]=2[O:3][CH2:2]1.O1C2C=CC(OC3C(C(NCC4C=CC(O[C@H](C)C(O)=O)=CC=4F)=O)=CC=C[N:46]=3)=CC=2OC1. (2) The reactants are: [Cl:1][C:2]1[CH:8]=[CH:7][C:5]([OH:6])=[CH:4][C:3]=1[OH:9].[CH3:10][C:11]([CH3:16])=[CH:12][C:13](O)=O. Given the product [Cl:1][C:2]1[CH:8]=[C:7]2[C:5](=[CH:4][C:3]=1[OH:9])[O:6][C:11]([CH3:16])([CH3:10])[CH2:12][CH2:13]2, predict the reactants needed to synthesize it. (3) The reactants are: S(=O)(=O)(O)O.[NH2:6][C@H:7]([C:15]([OH:17])=[O:16])[CH2:8][C:9]1[CH:14]=[CH:13][CH:12]=[CH:11][CH:10]=1.II.[I:20]([O-])(=O)=O.[Na+].I([O-])(=O)(=O)=O.[Na+]. Given the product [I:20][C:12]1[CH:13]=[CH:14][C:9]([CH2:8][C@@H:7]([C:15]([OH:17])=[O:16])[NH2:6])=[CH:10][CH:11]=1, predict the reactants needed to synthesize it. (4) Given the product [C:6]([C:5]1[CH:4]=[C:3]([CH3:11])[C:2]([O:1][CH2:13][C:14]([O:16][CH3:17])=[O:15])=[C:9]([CH3:10])[CH:8]=1)#[N:7], predict the reactants needed to synthesize it. The reactants are: [OH:1][C:2]1[C:9]([CH3:10])=[CH:8][C:5]([C:6]#[N:7])=[CH:4][C:3]=1[CH3:11].Br[CH2:13][C:14]([O:16][CH3:17])=[O:15].C(=O)([O-])[O-].[Cs+].[Cs+].